Dataset: Forward reaction prediction with 1.9M reactions from USPTO patents (1976-2016). Task: Predict the product of the given reaction. (1) The product is: [C:4]1([C:1]2[N:10]=[C:11]3[C:23]4=[C:22]([C:21]5[C:16]([C:15]4=[CH:14][CH:13]=[CH:12]3)=[CH:17][CH:18]=[CH:19][CH:20]=5)[CH:2]=2)[CH:9]=[CH:8][CH:7]=[CH:6][CH:5]=1. Given the reactants [C:1]([C:4]1[CH:9]=[CH:8][CH:7]=[CH:6][CH:5]=1)(=O)[CH3:2].[NH2:10][C:11]1[C:23]2[C:22](=O)[C:21]3[C:16](=[CH:17][CH:18]=[CH:19][CH:20]=3)[C:15]=2[CH:14]=[CH:13][CH:12]=1.P([O-])(OC1C=CC=CC=1)(OC1C=CC=CC=1)=O, predict the reaction product. (2) Given the reactants [C:1]1([C:21]2[CH:26]=[CH:25][CH:24]=[CH:23][CH:22]=2)[CH:6]=[CH:5][C:4]([C:7]([N:9]2[CH2:13][C:12](=[N:14][O:15][CH3:16])[CH2:11][C@H:10]2[C:17](=[N:19][OH:20])[NH2:18])=[O:8])=[CH:3][CH:2]=1.[OH:27][CH2:28][C:29]1[CH:37]=[CH:36][C:32]([C:33](O)=O)=[CH:31][CH:30]=1, predict the reaction product. The product is: [CH3:16][O:15][N:14]=[C:12]1[CH2:11][C@@H:10]([C:17]2[N:18]=[C:33]([C:32]3[CH:36]=[CH:37][C:29]([CH2:28][OH:27])=[CH:30][CH:31]=3)[O:20][N:19]=2)[N:9]([C:7]([C:4]2[CH:3]=[CH:2][C:1]([C:21]3[CH:26]=[CH:25][CH:24]=[CH:23][CH:22]=3)=[CH:6][CH:5]=2)=[O:8])[CH2:13]1. (3) Given the reactants [CH3:1][O:2][C:3]1[CH:4]=[C:5]2[C:10](=[CH:11][C:12]=1[O:13][CH3:14])[N:9]=[CH:8][N:7]=[C:6]2[O:15][C:16]1[CH:22]=[CH:21][C:19]([NH2:20])=[CH:18][CH:17]=1.Cl[C:24](Cl)([O:26]C(=O)OC(Cl)(Cl)Cl)Cl.[N:35]1([CH2:41][CH2:42][CH:43]([OH:47])[CH2:44][CH2:45][CH3:46])[CH2:40][CH2:39][CH2:38][CH2:37][CH2:36]1.C(=O)(O)[O-].[Na+], predict the reaction product. The product is: [CH3:1][O:2][C:3]1[CH:4]=[C:5]2[C:10](=[CH:11][C:12]=1[O:13][CH3:14])[N:9]=[CH:8][N:7]=[C:6]2[O:15][C:16]1[CH:22]=[CH:21][C:19]([NH:20][C:24](=[O:26])[O:47][CH:43]([CH2:42][CH2:41][N:35]2[CH2:40][CH2:39][CH2:38][CH2:37][CH2:36]2)[CH2:44][CH2:45][CH3:46])=[CH:18][CH:17]=1. (4) Given the reactants [Cl:1][C:2]1[CH:9]=[C:8]([C:10]2[CH2:14][C:13]([C:19]3[CH:24]=[C:23]([Cl:25])[CH:22]=[C:21]([Cl:26])[CH:20]=3)([C:15]([F:18])([F:17])[F:16])[S:12][N:11]=2)[CH:7]=[CH:6][C:3]=1[C:4]#[N:5].C(=N[OH:30])C.[Cl-].[Cl-].[Cl-].[In+3].[OH-].[NH4+], predict the reaction product. The product is: [Cl:1][C:2]1[CH:9]=[C:8]([C:10]2[CH2:14][C:13]([C:19]3[CH:20]=[C:21]([Cl:26])[CH:22]=[C:23]([Cl:25])[CH:24]=3)([C:15]([F:18])([F:17])[F:16])[S:12][N:11]=2)[CH:7]=[CH:6][C:3]=1[C:4]([NH2:5])=[O:30]. (5) Given the reactants [F:1][C:2]([F:24])([F:23])[C:3]1[CH:22]=[CH:21][CH:20]=[CH:19][C:4]=1[O:5][CH:6]1[CH2:11][CH2:10][N:9]([C:12]2[S:16][C:15]([C:17]#[N:18])=[N:14][N:13]=2)[CH2:8][CH2:7]1.[N-:25]=[N+:26]=[N-:27].[Na+].Cl.[NH+]1C=CC=CC=1.Cl, predict the reaction product. The product is: [N:18]1[NH:25][N:26]=[N:27][C:17]=1[C:15]1[S:16][C:12]([N:9]2[CH2:10][CH2:11][CH:6]([O:5][C:4]3[CH:19]=[CH:20][CH:21]=[CH:22][C:3]=3[C:2]([F:1])([F:23])[F:24])[CH2:7][CH2:8]2)=[N:13][N:14]=1.